Dataset: Peptide-MHC class II binding affinity with 134,281 pairs from IEDB. Task: Regression. Given a peptide amino acid sequence and an MHC pseudo amino acid sequence, predict their binding affinity value. This is MHC class II binding data. (1) The peptide sequence is TNIRQAGVQY. The MHC is DRB1_0405 with pseudo-sequence DRB1_0405. The binding affinity (normalized) is 0.199. (2) The peptide sequence is RRVFHGVAKNPVVDG. The MHC is DRB1_0801 with pseudo-sequence DRB1_0801. The binding affinity (normalized) is 0.625. (3) The peptide sequence is PGTFQTTTGEIGAIA. The MHC is DRB1_0101 with pseudo-sequence DRB1_0101. The binding affinity (normalized) is 0.499.